This data is from Forward reaction prediction with 1.9M reactions from USPTO patents (1976-2016). The task is: Predict the product of the given reaction. Given the reactants C(N(C(C)C)CC)(C)C.[NH2:10][CH:11]([CH2:14][C:15]1[CH:20]=[CH:19][C:18]([Cl:21])=[CH:17][CH:16]=1)[CH2:12][OH:13].Cl[C:23](Cl)([O:25]C(=O)OC(Cl)(Cl)Cl)Cl, predict the reaction product. The product is: [Cl:21][C:18]1[CH:17]=[CH:16][C:15]([CH2:14][CH:11]2[CH2:12][O:13][C:23](=[O:25])[NH:10]2)=[CH:20][CH:19]=1.